From a dataset of Forward reaction prediction with 1.9M reactions from USPTO patents (1976-2016). Predict the product of the given reaction. (1) The product is: [CH2:1]([C:4]1([CH3:47])[CH2:9][C@H:8]([C:10]2[CH:15]=[CH:14][CH:13]=[C:12]([Cl:16])[CH:11]=2)[C@@H:7]([C:17]2[CH:22]=[CH:21][C:20]([Cl:23])=[CH:19][N:18]=2)[N:6]([C@@H:24]([CH2:44][CH3:45])[CH2:25][OH:26])[C:5]1=[O:46])[CH:2]=[CH2:3]. Given the reactants [CH2:1]([C:4]1([CH3:47])[CH2:9][C@H:8]([C:10]2[CH:15]=[CH:14][CH:13]=[C:12]([Cl:16])[CH:11]=2)[C@@H:7]([C:17]2[CH:22]=[CH:21][C:20]([Cl:23])=[CH:19][N:18]=2)[N:6]([C@@H:24]([CH2:44][CH3:45])[CH2:25][O:26][Si](C(C)(C)C)(C2C=CC=CC=2)C2C=CC=CC=2)[C:5]1=[O:46])[CH:2]=[CH2:3].CCCC[N+](CCCC)(CCCC)CCCC.[F-], predict the reaction product. (2) Given the reactants [Br:1][C:2]1[CH:3]=[C:4]2[C:10]([NH2:11])=[N:9][NH:8][C:5]2=[N:6][CH:7]=1.[C:12]([O:16][C:17](O[C:17]([O:16][C:12]([CH3:15])([CH3:14])[CH3:13])=[O:18])=[O:18])([CH3:15])([CH3:14])[CH3:13].N1C=CC=CC=1, predict the reaction product. The product is: [C:12]([O:16][C:17](=[O:18])[NH:11][C:10]1[C:4]2[C:5](=[N:6][CH:7]=[C:2]([Br:1])[CH:3]=2)[NH:8][N:9]=1)([CH3:15])([CH3:14])[CH3:13]. (3) Given the reactants [C:1]([O:5][C:6](=[O:24])[NH:7][C@@H:8]1[C:14](=[O:15])[NH:13][C:12]2[CH:16]=[CH:17][CH:18]=[CH:19][C:11]=2[C:10]2[CH:20]=[CH:21][CH:22]=[CH:23][C:9]1=2)([CH3:4])([CH3:3])[CH3:2].[H-].[Na+].Br[CH2:28][C:29]([O:31][CH3:32])=[O:30].Cl, predict the reaction product. The product is: [CH3:32][O:31][C:29](=[O:30])[CH2:28][N:13]1[C:14](=[O:15])[C@@H:8]([NH:7][C:6]([O:5][C:1]([CH3:4])([CH3:2])[CH3:3])=[O:24])[C:9]2[CH:23]=[CH:22][CH:21]=[CH:20][C:10]=2[C:11]2[CH:19]=[CH:18][CH:17]=[CH:16][C:12]1=2. (4) The product is: [C:1]([O:5][C:6]([N:8]1[CH2:12][CH2:11][C@@H:10]([OH:13])[C@H:9]1[C:14]([NH:16][CH2:17][C:18]1[CH:23]=[C:22]([C:24]2[CH:25]=[N:26][C:27]([C:30]([F:31])([F:32])[F:33])=[CH:28][CH:29]=2)[N:21]=[CH:20][C:19]=1[C:34]([OH:36])=[O:35])=[O:15])=[O:7])([CH3:4])([CH3:2])[CH3:3]. Given the reactants [C:1]([O:5][C:6]([N:8]1[CH2:12][CH2:11][C@@H:10]([OH:13])[C@H:9]1[C:14]([NH:16][CH2:17][C:18]1[CH:23]=[C:22]([C:24]2[CH:25]=[N:26][C:27]([C:30]([F:33])([F:32])[F:31])=[CH:28][CH:29]=2)[N:21]=[CH:20][C:19]=1[C:34]([O:36]C)=[O:35])=[O:15])=[O:7])([CH3:4])([CH3:3])[CH3:2].[Li+].[OH-].CC(O)=O, predict the reaction product. (5) Given the reactants Cl[CH2:2][C:3]1[NH:12][C:11](=[O:13])[C:10]2[C:5](=[CH:6][CH:7]=[CH:8][CH:9]=2)[N:4]=1.[N:14]1([C:20]2[N:25]=[CH:24][CH:23]=[CH:22][N:21]=2)[CH2:19][CH2:18][NH:17][CH2:16][CH2:15]1.C(N(CC)CC)C.O, predict the reaction product. The product is: [N:21]1[CH:22]=[CH:23][CH:24]=[N:25][C:20]=1[N:14]1[CH2:19][CH2:18][N:17]([CH2:2][C:3]2[NH:4][C:5]3[C:10]([C:11](=[O:13])[N:12]=2)=[CH:9][CH:8]=[CH:7][CH:6]=3)[CH2:16][CH2:15]1.